From a dataset of Catalyst prediction with 721,799 reactions and 888 catalyst types from USPTO. Predict which catalyst facilitates the given reaction. (1) Reactant: [NH:1]1[CH:5]=[CH:4][C:3]([N:6]2[C:14](=[O:15])[C:13]3[C:8](=[CH:9][CH:10]=[CH:11][CH:12]=3)[C:7]2=[O:16])=[N:2]1.Br[CH2:18][C:19]1[CH:24]=[CH:23][CH:22]=[C:21]([Cl:25])[C:20]=1[F:26].C(=O)([O-])[O-].[K+].[K+]. Product: [Cl:25][C:21]1[C:20]([F:26])=[C:19]([CH2:18][N:1]2[CH:5]=[CH:4][C:3]([N:6]3[C:14](=[O:15])[C:13]4[C:8](=[CH:9][CH:10]=[CH:11][CH:12]=4)[C:7]3=[O:16])=[N:2]2)[CH:24]=[CH:23][CH:22]=1. The catalyst class is: 10. (2) Reactant: [C:1]([C:3]1([C:23]2[CH:28]=[CH:27][CH:26]=[CH:25][CH:24]=2)[CH2:8][CH2:7][N:6]([CH2:9][CH2:10][CH2:11]C2C=CC=C3C(NC(=O)C=23)=O)[CH2:5][CH2:4]1)#[N:2].[NH2:29]N. Product: [C:1]([C:3]1([C:23]2[CH:28]=[CH:27][CH:26]=[CH:25][CH:24]=2)[CH2:8][CH2:7][N:6]([CH2:9][CH2:10][CH2:11][NH2:29])[CH2:5][CH2:4]1)#[N:2]. The catalyst class is: 5. (3) The catalyst class is: 41. Product: [F:37][C:16]([F:15])([F:36])[C:17]1[CH:31]=[C:30]([C:32]([F:35])([F:34])[F:33])[CH:29]=[CH:28][C:18]=1[CH2:19][N:20]1[CH2:25][CH2:24][CH:23](/[CH:26]=[C:10]2/[C:6]([NH:5][C@H:4]([C:3]([N:2]([CH3:1])[CH3:14])=[O:13])[CH3:12])=[N:7][C:8](=[O:11])[S:9]/2)[CH2:22][CH2:21]1. Reactant: [CH3:1][N:2]([CH3:14])[C:3](=[O:13])[C@H:4]([CH3:12])[NH:5][C:6]1[CH2:10][S:9][C:8](=[O:11])[N:7]=1.[F:15][C:16]([F:37])([F:36])[C:17]1[CH:31]=[C:30]([C:32]([F:35])([F:34])[F:33])[CH:29]=[CH:28][C:18]=1[CH2:19][N:20]1[CH2:25][CH2:24][CH:23]([CH:26]=O)[CH2:22][CH2:21]1.C([O-])(=O)C.[NH2+]1CCCCC1. (4) Reactant: [NH:1]1[C:5]([C:6]2[C:14]3[C:9](=[CH:10][CH:11]=[C:12]([C:15]4[CH:20]=[N:19][CH:18]=[C:17]5[NH:21][CH:22]=[CH:23][C:16]=45)[CH:13]=3)[N:8](C3CCCCO3)[N:7]=2)=[CH:4][N:3]=[CH:2]1.C([SiH](CC)CC)C. Product: [NH:1]1[C:5]([C:6]2[C:14]3[C:9](=[CH:10][CH:11]=[C:12]([C:15]4[CH:20]=[N:19][CH:18]=[C:17]5[NH:21][CH:22]=[CH:23][C:16]=45)[CH:13]=3)[NH:8][N:7]=2)=[CH:4][N:3]=[CH:2]1. The catalyst class is: 617.